This data is from Forward reaction prediction with 1.9M reactions from USPTO patents (1976-2016). The task is: Predict the product of the given reaction. (1) Given the reactants I[C:2]1[CH:3]=[C:4]2[N:10]=[CH:9][N:8]([CH2:11][C:12]3[CH:17]=[CH:16][C:15]([O:18][CH2:19][C:20]4[CH:21]=[N:22][C:23]([O:26][CH3:27])=[CH:24][CH:25]=4)=[C:14]([O:28][CH3:29])[CH:13]=3)[C:5]2=[N:6][CH:7]=1.CC1(C)C(C)(C)OB([C:38]2[CH:39]=[N:40][N:41]([CH:43]3[CH2:48][CH2:47][N:46]([C:49]([O:51][C:52]([CH3:55])([CH3:54])[CH3:53])=[O:50])[CH2:45][CH2:44]3)[CH:42]=2)O1.C(=O)([O-])[O-].[K+].[K+], predict the reaction product. The product is: [CH3:29][O:28][C:14]1[CH:13]=[C:12]([CH:17]=[CH:16][C:15]=1[O:18][CH2:19][C:20]1[CH:21]=[N:22][C:23]([O:26][CH3:27])=[CH:24][CH:25]=1)[CH2:11][N:8]1[C:5]2=[N:6][CH:7]=[C:2]([C:38]3[CH:39]=[N:40][N:41]([CH:43]4[CH2:44][CH2:45][N:46]([C:49]([O:51][C:52]([CH3:55])([CH3:54])[CH3:53])=[O:50])[CH2:47][CH2:48]4)[CH:42]=3)[CH:3]=[C:4]2[N:10]=[CH:9]1. (2) The product is: [CH3:24][S:21]([O:1][CH2:2][CH2:3][C:4]1([CH2:18][CH2:19][O:20][S:21]([CH3:24])(=[O:23])=[O:22])[CH2:10][CH2:9][CH2:8][N:7]([C:11]([O:13][C:14]([CH3:16])([CH3:15])[CH3:17])=[O:12])[CH2:6][CH2:5]1)(=[O:23])=[O:22]. Given the reactants [OH:1][CH2:2][CH2:3][C:4]1([CH2:18][CH2:19][OH:20])[CH2:10][CH2:9][CH2:8][N:7]([C:11]([O:13][C:14]([CH3:17])([CH3:16])[CH3:15])=[O:12])[CH2:6][CH2:5]1.[S:21](Cl)([CH3:24])(=[O:23])=[O:22], predict the reaction product. (3) Given the reactants [CH3:1][N:2]([CH2:13][C:14]1[N:15]=[C:16]2[CH:21]=[CH:20][CH:19]=[CH:18][N:17]2[C:22]=1[CH2:23][CH2:24][CH2:25][NH:26]C(=O)[O:28]C(C)(C)C)[C@@H:3]1[C:12]2[N:11]=[CH:10][CH:9]=[CH:8][C:7]=2[CH2:6][CH2:5][CH2:4]1, predict the reaction product. The product is: [NH4+:2].[OH-:28].[NH2:26][CH2:25][CH2:24][CH2:23][C:22]1[N:17]2[CH:18]=[CH:19][CH:20]=[CH:21][C:16]2=[N:15][C:14]=1[CH2:13][N:2]([CH3:1])[C@@H:3]1[C:12]2[N:11]=[CH:10][CH:9]=[CH:8][C:7]=2[CH2:6][CH2:5][CH2:4]1. (4) Given the reactants Br[C:2]1[CH:7]=[CH:6][C:5]([F:8])=[CH:4][N:3]=1.C(N(CC)CC)C.C[OH:17].[C]=O.C[CH2:21][O:22][CH2:23]C, predict the reaction product. The product is: [F:8][C:5]1[CH:6]=[CH:7][C:2]([C:21]([O:22][CH3:23])=[O:17])=[N:3][CH:4]=1. (5) Given the reactants [OH:1][CH2:2][CH2:3][NH:4][CH:5]1[CH2:10][CH2:9][N:8]([C:11]([O:13][C:14]([CH3:17])([CH3:16])[CH3:15])=[O:12])[CH2:7][C:6]1([CH3:19])[CH3:18].C1N=CN([C:25](N2C=NC=C2)=[O:26])C=1, predict the reaction product. The product is: [CH3:18][C:6]1([CH3:19])[CH:5]([N:4]2[CH2:3][CH2:2][O:1][C:25]2=[O:26])[CH2:10][CH2:9][N:8]([C:11]([O:13][C:14]([CH3:17])([CH3:16])[CH3:15])=[O:12])[CH2:7]1. (6) The product is: [CH2:16]([N:23]([CH3:24])[CH2:2][CH2:3][CH2:4][C:5]([O:7][CH3:8])=[O:6])[CH2:17][CH2:18][CH2:19][CH2:20][CH2:21][CH3:22]. Given the reactants Br[CH2:2][CH2:3][CH2:4][C:5]([O:7][CH3:8])=[O:6].C(N(CC)CC)C.[CH2:16]([NH:23][CH3:24])[CH2:17][CH2:18][CH2:19][CH2:20][CH2:21][CH3:22], predict the reaction product. (7) Given the reactants [F:1][C:2]([F:23])([F:22])[C:3]1[CH:4]=[C:5]([CH:15]=[C:16]([C:18]([F:21])([F:20])[F:19])[CH:17]=1)[C:6]([NH:8][CH2:9][CH2:10][CH2:11][C:12](O)=[O:13])=[O:7].[Cl:24][C:25]1[CH:31]=[CH:30][C:28]([NH2:29])=[CH:27][CH:26]=1.O.ON1C2C=CC=CC=2N=N1.C(N(CC)C(C)C)(C)C, predict the reaction product. The product is: [Cl:24][C:25]1[CH:31]=[CH:30][C:28]([NH:29][C:12](=[O:13])[CH2:11][CH2:10][CH2:9][NH:8][C:6](=[O:7])[C:5]2[CH:15]=[C:16]([C:18]([F:21])([F:19])[F:20])[CH:17]=[C:3]([C:2]([F:22])([F:23])[F:1])[CH:4]=2)=[CH:27][CH:26]=1.